This data is from Forward reaction prediction with 1.9M reactions from USPTO patents (1976-2016). The task is: Predict the product of the given reaction. (1) Given the reactants [CH3:1][N:2]1[C:8](=[O:9])[C:7]2[CH:10]=[C:11](N)[CH:12]=[CH:13][C:6]=2[NH:5][C:4](=[O:15])[CH2:3]1.C=O.[BH3-][C:19]#[N:20].[Na+].[C:22](O)(=O)C, predict the reaction product. The product is: [CH3:1][N:2]1[C:8](=[O:9])[C:7]2[CH:10]=[C:11]([N:20]([CH3:19])[CH3:22])[CH:12]=[CH:13][C:6]=2[NH:5][C:4](=[O:15])[CH2:3]1. (2) The product is: [Cl:32][C:33]1[C:38]([CH3:39])=[CH:37][C:36]([O:1][CH2:2][CH2:3][CH2:4][C:5]2[C:15]3=[C:16]4[C:11](=[CH:12][CH:13]=[CH:14]3)[CH2:10][CH2:9][CH2:8][N:7]4[C:6]=2[C:17]([OH:19])=[O:18])=[CH:35][C:34]=1[CH3:41]. Given the reactants [OH:1][CH2:2][CH2:3][CH2:4][C:5]1[C:15]2=[C:16]3[C:11](=[CH:12][CH:13]=[CH:14]2)[CH2:10][CH2:9][CH2:8][N:7]3[C:6]=1[C:17]([O:19]C)=[O:18].C1(O)C2C(=CC=CC=2)C=CC=1.[Cl:32][C:33]1[C:38]([CH3:39])=[CH:37][C:36](O)=[CH:35][C:34]=1[CH3:41], predict the reaction product. (3) Given the reactants [CH:1]1([NH2:4])[CH2:3][CH2:2]1.[C:5](O)(=O)[CH3:6].[BH-](O[C:19]([CH3:21])=O)(OC(C)=O)OC(C)=O.[Na+].Cl[CH:24](Cl)[CH3:25], predict the reaction product. The product is: [CH2:3]1[C@@H:1]([NH2:4])[C@@H:2]1[C:6]1[CH:5]=[CH:21][CH:19]=[CH:25][CH:24]=1. (4) Given the reactants [NH:1]1[CH2:6][CH2:5][C:4](=O)[CH2:3][C:2]1=[O:8].[F:9][C:10]1[CH:16]=[CH:15][C:13]([NH2:14])=[CH:12][CH:11]=1.CO, predict the reaction product. The product is: [F:9][C:10]1[CH:16]=[CH:15][C:13]([NH:14][C:4]2[CH2:5][CH2:6][NH:1][C:2](=[O:8])[CH:3]=2)=[CH:12][CH:11]=1. (5) Given the reactants P(Cl)(Cl)(Cl)=O.CN([CH:9]=[O:10])C.[C:11]1([S:17]([C:20]2[C:21]([CH2:26][CH2:27][C:28]([OH:30])=[O:29])=[CH:22][NH:23][C:24]=2[CH3:25])(=[O:19])=[O:18])[CH:16]=[CH:15][CH:14]=[CH:13][CH:12]=1, predict the reaction product. The product is: [C:11]1([S:17]([C:20]2[C:21]([CH2:26][CH2:27][C:28]([OH:30])=[O:29])=[C:22]([CH:9]=[O:10])[NH:23][C:24]=2[CH3:25])(=[O:18])=[O:19])[CH:12]=[CH:13][CH:14]=[CH:15][CH:16]=1. (6) The product is: [Br:22][C:8]1[CH:7]=[CH:6][C:5]2[O:1][CH:2]([CH:10]3[CH2:15][CH2:14][N:13]([C:16](=[O:21])[C:17]([F:19])([F:18])[F:20])[CH2:12][CH2:11]3)[CH2:3][C:4]=2[CH:9]=1. Given the reactants [O:1]1[C:5]2[CH:6]=[CH:7][CH:8]=[CH:9][C:4]=2[CH2:3][CH:2]1[CH:10]1[CH2:15][CH2:14][N:13]([C:16](=[O:21])[C:17]([F:20])([F:19])[F:18])[CH2:12][CH2:11]1.[Br:22]N1C(=O)CCC1=O, predict the reaction product. (7) Given the reactants [CH2:1]([O:3][C:4](=[O:27])[O:5][C:6]1[CH:7]([CH2:20][CH:21]2[CH2:26][CH2:25][S:24][CH2:23][CH2:22]2)[NH:8][C:9](=[O:19])[C:10]=1[C:11]1[CH:16]=[C:15]([CH3:17])[CH:14]=[CH:13][C:12]=1[CH3:18])[CH3:2].[NH2:28][C:29]#[N:30].C(OI(C1C=CC=CC=1)OC(=O)C)(=O)C, predict the reaction product. The product is: [CH2:1]([O:3][C:4](=[O:27])[O:5][C:6]1[CH:7]([CH2:20][CH:21]2[CH2:26][CH2:25][S:24](=[N:30][C:29]#[N:28])[CH2:23][CH2:22]2)[NH:8][C:9](=[O:19])[C:10]=1[C:11]1[CH:16]=[C:15]([CH3:17])[CH:14]=[CH:13][C:12]=1[CH3:18])[CH3:2]. (8) Given the reactants [NH2:1][C:2]1[CH:23]=[CH:22][C:5]([O:6][C:7]2[CH:12]=[CH:11][N:10]=[C:9]([N:13](CC3C=CC=CC=3)[CH3:14])[CH:8]=2)=[C:4]([F:24])[CH:3]=1, predict the reaction product. The product is: [NH2:1][C:2]1[CH:23]=[CH:22][C:5]([O:6][C:7]2[CH:12]=[CH:11][N:10]=[C:9]([NH:13][CH3:14])[CH:8]=2)=[C:4]([F:24])[CH:3]=1. (9) Given the reactants [NH2:1][C:2]1[N:3]([CH3:24])[C:4](=[O:23])[C:5]2([C:15]3[C:10](=[CH:11][CH:12]=[C:13](Br)[CH:14]=3)[O:9][CH:8]([C:17]3[CH:22]=[CH:21][CH:20]=[CH:19][CH:18]=3)[CH2:7]2)[N:6]=1.[Cl:25][C:26]1[CH:31]=[CH:30][C:29]([C:32]#[N:33])=[CH:28][C:27]=1B(O)O, predict the reaction product. The product is: [NH2:1][C:2]1[N:3]([CH3:24])[C:4](=[O:23])[C:5]2([C:15]3[C:10](=[CH:11][CH:12]=[C:13]([C:27]4[CH:28]=[C:29]([CH:30]=[CH:31][C:26]=4[Cl:25])[C:32]#[N:33])[CH:14]=3)[O:9][CH:8]([C:17]3[CH:22]=[CH:21][CH:20]=[CH:19][CH:18]=3)[CH2:7]2)[N:6]=1.